Dataset: Full USPTO retrosynthesis dataset with 1.9M reactions from patents (1976-2016). Task: Predict the reactants needed to synthesize the given product. (1) Given the product [CH3:1][O:2][C:3]1[CH:8]=[CH:7][C:6]([C:9]([CH3:15])([CH3:14])[C:10]([OH:12])=[O:11])=[CH:5][C:4]=1[N+:16]([O-:18])=[O:17], predict the reactants needed to synthesize it. The reactants are: [CH3:1][O:2][C:3]1[CH:8]=[CH:7][C:6]([C:9]([CH3:15])([CH3:14])[C:10]([O:12]C)=[O:11])=[CH:5][C:4]=1[N+:16]([O-:18])=[O:17].[OH-].[Na+].C(O)C. (2) Given the product [CH3:21][O:20][C:18]([NH:1][C@@H:2]([CH:6]1[CH2:7][CH2:8][O:9][CH2:10][CH2:11]1)[C:3]([OH:5])=[O:4])=[O:19], predict the reactants needed to synthesize it. The reactants are: [NH2:1][C@@H:2]([CH:6]1[CH2:11][CH2:10][O:9][CH2:8][CH2:7]1)[C:3]([OH:5])=[O:4].C(=O)(O)[O-].[Na+].Cl[C:18]([O:20][CH3:21])=[O:19]. (3) Given the product [CH3:44][C:45]([CH3:51])([CH2:49][CH3:50])[C:46]([N:2]([CH3:1])[CH2:3][CH2:4][NH:5][C:6]([C:8]1[CH:9]=[CH:10][C:11]([N:22]2[CH2:23][CH2:24][N:25]([C:28]3[CH:33]=[CH:32][CH:31]=[CH:30][C:29]=3[CH3:34])[CH2:26][CH2:27]2)=[C:12]([NH:14][C:15]([C:17]2[O:18][CH:19]=[CH:20][CH:21]=2)=[O:16])[CH:13]=1)=[O:7])=[O:47], predict the reactants needed to synthesize it. The reactants are: [CH3:1][NH:2][CH2:3][CH2:4][NH:5][C:6]([C:8]1[CH:9]=[CH:10][C:11]([N:22]2[CH2:27][CH2:26][N:25]([C:28]3[CH:33]=[CH:32][CH:31]=[CH:30][C:29]=3[CH3:34])[CH2:24][CH2:23]2)=[C:12]([NH:14][C:15]([C:17]2[O:18][CH:19]=[CH:20][CH:21]=2)=[O:16])[CH:13]=1)=[O:7].C(N(C(C)C)CC)(C)C.[CH3:44][C:45]([CH3:51])([CH2:49][CH3:50])[C:46](Cl)=[O:47]. (4) The reactants are: Cl[C:2]1[CH:7]=[CH:6][N:5]=[CH:4][C:3]=1[NH:8][C:9]1[N:13]2[N:14]=[C:15]([C:18]3[C:23]([F:24])=[CH:22][CH:21]=[CH:20][C:19]=3[F:25])[CH:16]=[CH:17][C:12]2=[CH:11][N:10]=1.[OH:26][C:27]1[N:32]=[CH:31][C:30](B(O)O)=[CH:29][CH:28]=1.C([O-])([O-])=O.[Na+].[Na+].O. Given the product [F:25][C:19]1[CH:20]=[CH:21][CH:22]=[C:23]([F:24])[C:18]=1[C:15]1[CH:16]=[CH:17][C:12]2[N:13]([C:9]([NH:8][C:3]3[CH:4]=[N:5][CH:6]=[CH:7][C:2]=3[C:30]3[CH:29]=[CH:28][C:27](=[O:26])[NH:32][CH:31]=3)=[N:10][CH:11]=2)[N:14]=1, predict the reactants needed to synthesize it.